From a dataset of NCI-60 drug combinations with 297,098 pairs across 59 cell lines. Regression. Given two drug SMILES strings and cell line genomic features, predict the synergy score measuring deviation from expected non-interaction effect. (1) Drug 1: CC12CCC3C(C1CCC2=O)CC(=C)C4=CC(=O)C=CC34C. Drug 2: CCCS(=O)(=O)NC1=C(C(=C(C=C1)F)C(=O)C2=CNC3=C2C=C(C=N3)C4=CC=C(C=C4)Cl)F. Cell line: SF-268. Synergy scores: CSS=51.6, Synergy_ZIP=3.48, Synergy_Bliss=2.65, Synergy_Loewe=-41.3, Synergy_HSA=0.473. (2) Drug 1: CC1=C2C(C(=O)C3(C(CC4C(C3C(C(C2(C)C)(CC1OC(=O)C(C(C5=CC=CC=C5)NC(=O)OC(C)(C)C)O)O)OC(=O)C6=CC=CC=C6)(CO4)OC(=O)C)OC)C)OC. Drug 2: CNC(=O)C1=NC=CC(=C1)OC2=CC=C(C=C2)NC(=O)NC3=CC(=C(C=C3)Cl)C(F)(F)F. Cell line: NCI/ADR-RES. Synergy scores: CSS=31.2, Synergy_ZIP=-0.931, Synergy_Bliss=0.931, Synergy_Loewe=-2.48, Synergy_HSA=0.332. (3) Drug 1: CCCCCOC(=O)NC1=NC(=O)N(C=C1F)C2C(C(C(O2)C)O)O. Drug 2: CCC1=C2CN3C(=CC4=C(C3=O)COC(=O)C4(CC)O)C2=NC5=C1C=C(C=C5)O. Cell line: SNB-75. Synergy scores: CSS=23.2, Synergy_ZIP=-0.864, Synergy_Bliss=4.57, Synergy_Loewe=-73.2, Synergy_HSA=5.27. (4) Synergy scores: CSS=13.1, Synergy_ZIP=-1.47, Synergy_Bliss=6.18, Synergy_Loewe=2.81, Synergy_HSA=4.85. Cell line: MOLT-4. Drug 1: CC12CCC(CC1=CCC3C2CCC4(C3CC=C4C5=CN=CC=C5)C)O. Drug 2: C1=CC(=CC=C1C#N)C(C2=CC=C(C=C2)C#N)N3C=NC=N3. (5) Drug 1: C1=NC2=C(N=C(N=C2N1C3C(C(C(O3)CO)O)F)Cl)N. Drug 2: CC1=C2C(C(=O)C3(C(CC4C(C3C(C(C2(C)C)(CC1OC(=O)C(C(C5=CC=CC=C5)NC(=O)C6=CC=CC=C6)O)O)OC(=O)C7=CC=CC=C7)(CO4)OC(=O)C)O)C)OC(=O)C. Cell line: MOLT-4. Synergy scores: CSS=49.9, Synergy_ZIP=1.82, Synergy_Bliss=1.10, Synergy_Loewe=-8.82, Synergy_HSA=1.14. (6) Drug 1: C1=CC(=CC=C1C#N)C(C2=CC=C(C=C2)C#N)N3C=NC=N3. Drug 2: CN(CC1=CN=C2C(=N1)C(=NC(=N2)N)N)C3=CC=C(C=C3)C(=O)NC(CCC(=O)O)C(=O)O. Cell line: MDA-MB-231. Synergy scores: CSS=5.09, Synergy_ZIP=0.292, Synergy_Bliss=3.40, Synergy_Loewe=1.48, Synergy_HSA=0.879. (7) Drug 1: N.N.Cl[Pt+2]Cl. Drug 2: CC1C(C(CC(O1)OC2CC(CC3=C2C(=C4C(=C3O)C(=O)C5=C(C4=O)C(=CC=C5)OC)O)(C(=O)CO)O)N)O.Cl. Cell line: HCT-15. Synergy scores: CSS=22.5, Synergy_ZIP=-2.12, Synergy_Bliss=-4.30, Synergy_Loewe=-23.1, Synergy_HSA=-2.66. (8) Drug 1: CC(CN1CC(=O)NC(=O)C1)N2CC(=O)NC(=O)C2. Drug 2: CCCCC(=O)OCC(=O)C1(CC(C2=C(C1)C(=C3C(=C2O)C(=O)C4=C(C3=O)C=CC=C4OC)O)OC5CC(C(C(O5)C)O)NC(=O)C(F)(F)F)O. Cell line: DU-145. Synergy scores: CSS=14.2, Synergy_ZIP=-5.05, Synergy_Bliss=-0.245, Synergy_Loewe=1.72, Synergy_HSA=1.60. (9) Synergy scores: CSS=8.53, Synergy_ZIP=-3.63, Synergy_Bliss=-0.676, Synergy_Loewe=-8.67, Synergy_HSA=-1.52. Drug 1: CC1CCC2CC(C(=CC=CC=CC(CC(C(=O)C(C(C(=CC(C(=O)CC(OC(=O)C3CCCCN3C(=O)C(=O)C1(O2)O)C(C)CC4CCC(C(C4)OC)O)C)C)O)OC)C)C)C)OC. Drug 2: C1=NNC2=C1C(=O)NC=N2. Cell line: SF-268. (10) Drug 1: COC1=NC(=NC2=C1N=CN2C3C(C(C(O3)CO)O)O)N. Drug 2: C1=CC=C(C=C1)NC(=O)CCCCCCC(=O)NO. Cell line: TK-10. Synergy scores: CSS=1.08, Synergy_ZIP=-5.18, Synergy_Bliss=-6.74, Synergy_Loewe=-24.9, Synergy_HSA=-8.59.